Dataset: Forward reaction prediction with 1.9M reactions from USPTO patents (1976-2016). Task: Predict the product of the given reaction. (1) Given the reactants [C:1]1([S:7]([C:10]2[CH:18]=[CH:17][C:16]3[N:15](COCC[Si](C)(C)C)[C:14]4[CH2:27][CH:28]5[NH:32][CH:31]([C:13]=4[C:12]=3[C:11]=2[C:33]([O:35][C:36]([CH3:39])([CH3:38])[CH3:37])=[O:34])[CH2:30][CH2:29]5)(=[O:9])=[O:8])[CH:6]=[CH:5][CH:4]=[CH:3][CH:2]=1.CCCC[N+](CCCC)(CCCC)CCCC.[F-], predict the reaction product. The product is: [C:1]1([S:7]([C:10]2[CH:18]=[CH:17][C:16]3[NH:15][C:14]4[CH2:27][CH:28]5[NH:32][CH:31]([C:13]=4[C:12]=3[C:11]=2[C:33]([O:35][C:36]([CH3:39])([CH3:38])[CH3:37])=[O:34])[CH2:30][CH2:29]5)(=[O:9])=[O:8])[CH:2]=[CH:3][CH:4]=[CH:5][CH:6]=1. (2) Given the reactants [CH3:1][C:2]1[C:3]([N+:10]([O-:12])=[O:11])=[C:4]([CH:7]=[CH:8][CH:9]=1)[CH2:5]O.C1(P(C2C=CC=CC=2)C2C=CC=CC=2)C=CC=CC=1.C1C=CC(P(C2C=CC=CC=2)C2C=CC=CC=2)=CC=1.[Br:51]Br, predict the reaction product. The product is: [CH3:1][C:2]1[C:3]([N+:10]([O-:12])=[O:11])=[C:4]([CH:7]=[CH:8][CH:9]=1)[CH2:5][Br:51].